Task: Predict which catalyst facilitates the given reaction.. Dataset: Catalyst prediction with 721,799 reactions and 888 catalyst types from USPTO Reactant: CC(OI1(OC(C)=O)(OC(C)=O)OC(=O)C2C=CC=CC1=2)=O.[C:23]([NH:26][CH:27]([CH2:40][C:41]1[CH:46]=[CH:45][C:44]([Br:47])=[CH:43][CH:42]=1)[C:28]([NH:30][CH2:31][CH:32]([OH:39])[CH2:33][C:34]([CH3:38])([CH3:37])[CH2:35][CH3:36])=[O:29])(=[O:25])[CH3:24]. Product: [C:23]([NH:26][CH:27]([CH2:40][C:41]1[CH:46]=[CH:45][C:44]([Br:47])=[CH:43][CH:42]=1)[C:28]([NH:30][CH2:31][C:32](=[O:39])[CH2:33][C:34]([CH3:37])([CH3:38])[CH2:35][CH3:36])=[O:29])(=[O:25])[CH3:24]. The catalyst class is: 2.